This data is from Catalyst prediction with 721,799 reactions and 888 catalyst types from USPTO. The task is: Predict which catalyst facilitates the given reaction. Reactant: [NH2:1][C:2]1([CH3:23])[CH2:7][CH2:6][N:5]([CH2:8][C@H:9]2[N:19]3[C:20]4[N:11]([C:12](=[O:22])[CH:13]=[CH:14][C:15]=4[CH:16]=[CH:17][C:18]3=[O:21])[CH2:10]2)[CH2:4][CH2:3]1.[S:24]1[C:33]2[CH:32]=[C:31]([CH:34]=O)[N:30]=[CH:29][C:28]=2[O:27][CH2:26][CH2:25]1.C(O[BH-](OC(=O)C)OC(=O)C)(=O)C.[Na+].C([O-])(O)=O.[Na+].C(Cl)(Cl)[Cl:56]. Product: [ClH:56].[S:24]1[C:33]2[CH:32]=[C:31]([CH2:34][NH:1][C:2]3([CH3:23])[CH2:3][CH2:4][N:5]([CH2:8][C@H:9]4[N:19]5[C:20]6[N:11]([C:12](=[O:22])[CH:13]=[CH:14][C:15]=6[CH:16]=[CH:17][C:18]5=[O:21])[CH2:10]4)[CH2:6][CH2:7]3)[N:30]=[CH:29][C:28]=2[O:27][CH2:26][CH2:25]1. The catalyst class is: 5.